This data is from Forward reaction prediction with 1.9M reactions from USPTO patents (1976-2016). The task is: Predict the product of the given reaction. Given the reactants [CH3:1][O:2][C:3]1[CH:37]=[C:36]([O:38][CH3:39])[CH:35]=[CH:34][C:4]=1[CH2:5][N:6]1[C@H:9]([CH2:10][C:11]#[CH:12])[C@H:8]([N:13]([CH2:24][C:25]2[CH:30]=[CH:29][C:28]([O:31][CH3:32])=[CH:27][CH:26]=2)[C:14](=[O:23])[O:15][CH2:16][C:17]2[CH:22]=[CH:21][CH:20]=[CH:19][CH:18]=2)[C:7]1=[O:33].C(O)(C)(C)C.O=C1O[C@H]([C@H](CO)O)C([O-])=C1O.[Na+].[C:58]([NH:65][CH2:66][CH2:67][N:68]=[N+:69]=[N-:70])([O:60][C:61]([CH3:64])([CH3:63])[CH3:62])=[O:59], predict the reaction product. The product is: [C:61]([O:60][C:58]([NH:65][CH2:66][CH2:67][N:68]1[CH:12]=[C:11]([CH2:10][C@@H:9]2[C@H:8]([N:13]([CH2:24][C:25]3[CH:26]=[CH:27][C:28]([O:31][CH3:32])=[CH:29][CH:30]=3)[C:14](=[O:23])[O:15][CH2:16][C:17]3[CH:22]=[CH:21][CH:20]=[CH:19][CH:18]=3)[C:7](=[O:33])[N:6]2[CH2:5][C:4]2[CH:34]=[CH:35][C:36]([O:38][CH3:39])=[CH:37][C:3]=2[O:2][CH3:1])[N:70]=[N:69]1)=[O:59])([CH3:64])([CH3:62])[CH3:63].